From a dataset of Reaction yield outcomes from USPTO patents with 853,638 reactions. Predict the reaction yield, written as a fraction of the theoretical maximum amount of product (1.0 means a 100% yield; for example, 0.34 means a 34% yield). The yield is 0.926. The product is [CH2:1]1[CH2:2][CH2:3][C:4]([CH2:11][NH2:12])([CH2:7][C:8]([OH:10])=[O:9])[CH2:5][CH2:6]1. The reactants are [CH2:1]1[CH2:6][CH2:5][C:4]([CH2:11][NH2:12])([CH2:7][C:8]([OH:10])=[O:9])[CH2:3][CH2:2]1.Br.C(N(CCCC)CCCC)CCC. The catalyst is O.CC(C)=O.